From a dataset of NCI-60 drug combinations with 297,098 pairs across 59 cell lines. Regression. Given two drug SMILES strings and cell line genomic features, predict the synergy score measuring deviation from expected non-interaction effect. (1) Drug 2: C1CN1C2=NC(=NC(=N2)N3CC3)N4CC4. Synergy scores: CSS=14.5, Synergy_ZIP=-2.71, Synergy_Bliss=3.35, Synergy_Loewe=-2.04, Synergy_HSA=3.40. Cell line: PC-3. Drug 1: C1=CN(C=N1)CC(O)(P(=O)(O)O)P(=O)(O)O. (2) Drug 1: COC1=C(C=C2C(=C1)N=CN=C2NC3=CC(=C(C=C3)F)Cl)OCCCN4CCOCC4. Drug 2: C1=NC2=C(N1)C(=S)N=C(N2)N. Cell line: TK-10. Synergy scores: CSS=39.8, Synergy_ZIP=-7.08, Synergy_Bliss=-5.52, Synergy_Loewe=-0.400, Synergy_HSA=1.60. (3) Drug 1: CC(CN1CC(=O)NC(=O)C1)N2CC(=O)NC(=O)C2. Drug 2: CCC1=C2CN3C(=CC4=C(C3=O)COC(=O)C4(CC)O)C2=NC5=C1C=C(C=C5)O. Cell line: SK-MEL-2. Synergy scores: CSS=31.7, Synergy_ZIP=-7.15, Synergy_Bliss=-0.949, Synergy_Loewe=-3.78, Synergy_HSA=2.27. (4) Drug 1: C1CCC(CC1)NC(=O)N(CCCl)N=O. Drug 2: CCC1=C2CN3C(=CC4=C(C3=O)COC(=O)C4(CC)O)C2=NC5=C1C=C(C=C5)O. Cell line: ACHN. Synergy scores: CSS=32.9, Synergy_ZIP=-3.77, Synergy_Bliss=-0.403, Synergy_Loewe=-39.2, Synergy_HSA=0.310. (5) Drug 1: C1=CN(C(=O)N=C1N)C2C(C(C(O2)CO)O)O.Cl. Drug 2: C1=CC=C(C(=C1)C(C2=CC=C(C=C2)Cl)C(Cl)Cl)Cl. Cell line: NCIH23. Synergy scores: CSS=63.8, Synergy_ZIP=0.656, Synergy_Bliss=0.791, Synergy_Loewe=-34.8, Synergy_HSA=0.390. (6) Drug 1: CC1=C(C=C(C=C1)NC(=O)C2=CC=C(C=C2)CN3CCN(CC3)C)NC4=NC=CC(=N4)C5=CN=CC=C5. Drug 2: N.N.Cl[Pt+2]Cl. Cell line: LOX IMVI. Synergy scores: CSS=29.2, Synergy_ZIP=0.567, Synergy_Bliss=0.349, Synergy_Loewe=-14.9, Synergy_HSA=-0.669. (7) Drug 1: CC1=CC=C(C=C1)C2=CC(=NN2C3=CC=C(C=C3)S(=O)(=O)N)C(F)(F)F. Drug 2: C1=CN(C=N1)CC(O)(P(=O)(O)O)P(=O)(O)O. Cell line: NCI-H226. Synergy scores: CSS=4.19, Synergy_ZIP=-1.09, Synergy_Bliss=-1.04, Synergy_Loewe=-3.36, Synergy_HSA=0.0109. (8) Drug 1: C1CCC(CC1)NC(=O)N(CCCl)N=O. Drug 2: CNC(=O)C1=NC=CC(=C1)OC2=CC=C(C=C2)NC(=O)NC3=CC(=C(C=C3)Cl)C(F)(F)F. Cell line: UACC-257. Synergy scores: CSS=14.7, Synergy_ZIP=-0.269, Synergy_Bliss=-3.09, Synergy_Loewe=-15.7, Synergy_HSA=-5.10. (9) Drug 1: CN(C)N=NC1=C(NC=N1)C(=O)N. Drug 2: C1C(C(OC1N2C=NC(=NC2=O)N)CO)O. Cell line: SN12C. Synergy scores: CSS=-0.234, Synergy_ZIP=-0.891, Synergy_Bliss=-1.51, Synergy_Loewe=-3.34, Synergy_HSA=-2.09. (10) Cell line: SF-539. Synergy scores: CSS=44.6, Synergy_ZIP=-2.27, Synergy_Bliss=3.86, Synergy_Loewe=0.795, Synergy_HSA=4.83. Drug 2: N.N.Cl[Pt+2]Cl. Drug 1: C1CC(C1)(C(=O)O)C(=O)O.[NH2-].[NH2-].[Pt+2].